From a dataset of Catalyst prediction with 721,799 reactions and 888 catalyst types from USPTO. Predict which catalyst facilitates the given reaction. Reactant: BrN1C(=O)CCC1=O.[Br:9][C:10]1[C:11](=[O:34])[N:12]([CH2:26][C:27]2[CH:32]=[CH:31][CH:30]=[C:29]([F:33])[CH:28]=2)[CH:13]=[CH:14][C:15]=1[NH:16][CH2:17][C:18]1[CH:23]=[CH:22][C:21]([F:24])=[CH:20][C:19]=1[F:25].C([O-])(O)=O.[Na+]. Product: [Br:9][C:10]1[C:11](=[O:34])[N:12]([CH2:26][C:27]2[CH:32]=[CH:31][CH:30]=[C:29]([F:33])[CH:28]=2)[CH:13]=[CH:14][C:15]=1[NH:16][CH2:17][C:18]1[CH:23]=[CH:22][C:21]([F:24])=[CH:20][C:19]=1[F:25]. The catalyst class is: 2.